Dataset: Catalyst prediction with 721,799 reactions and 888 catalyst types from USPTO. Task: Predict which catalyst facilitates the given reaction. (1) Product: [CH2:1]([C:3]1[N:7]2[N:8]=[C:9]([CH2:21][O:22][CH3:23])[C:10](/[CH:19]=[CH:43]/[C:44]([O:46][CH2:47][CH3:48])=[O:45])=[C:11]([C:12]3[CH:13]=[N:14][CH:15]=[C:16]([CH3:18])[CH:17]=3)[C:6]2=[CH:5][CH:4]=1)[CH3:2]. Reactant: [CH2:1]([C:3]1[N:7]2[N:8]=[C:9]([CH2:21][O:22][CH3:23])[C:10]([CH:19]=O)=[C:11]([C:12]3[CH:13]=[N:14][CH:15]=[C:16]([CH3:18])[CH:17]=3)[C:6]2=[CH:5][CH:4]=1)[CH3:2].C1(P(=[CH:43][C:44]([O:46][CH2:47][CH3:48])=[O:45])(C2C=CC=CC=2)C2C=CC=CC=2)C=CC=CC=1. The catalyst class is: 1. (2) Reactant: [Br:1][C:2]1[CH:11]=[C:10]([Cl:12])[C:9]([O:13][CH3:14])=[CH:8][C:3]=1[C:4](OC)=[O:5].[BH4-].[Li+]. Product: [Br:1][C:2]1[CH:11]=[C:10]([Cl:12])[C:9]([O:13][CH3:14])=[CH:8][C:3]=1[CH2:4][OH:5]. The catalyst class is: 1. (3) Reactant: C([O:3][C:4](=[O:40])[C:5]([CH3:39])([O:7][C:8]1[CH:13]=[C:12]([CH:14]2[CH2:19][CH2:18][CH2:17][N:16]([C:20]([C:22]3[S:26][C:25]([C:27]4[CH:32]=[CH:31][C:30]([C:33]([F:36])([F:35])[F:34])=[CH:29][CH:28]=4)=[N:24][C:23]=3[CH3:37])=[O:21])[CH2:15]2)[CH:11]=[CH:10][C:9]=1[CH3:38])[CH3:6])C.C(=O)([O-])[O-].[K+].[K+].CO. Product: [CH3:39][C:5]([O:7][C:8]1[CH:13]=[C:12]([CH:14]2[CH2:19][CH2:18][CH2:17][N:16]([C:20]([C:22]3[S:26][C:25]([C:27]4[CH:32]=[CH:31][C:30]([C:33]([F:35])([F:36])[F:34])=[CH:29][CH:28]=4)=[N:24][C:23]=3[CH3:37])=[O:21])[CH2:15]2)[CH:11]=[CH:10][C:9]=1[CH3:38])([CH3:6])[C:4]([OH:40])=[O:3]. The catalyst class is: 6. (4) Reactant: C(Cl)(=O)C(Cl)=O.CS(C)=O.[S:11]1[C:15]2[C:16]([CH2:20][OH:21])=[CH:17][CH:18]=[CH:19][C:14]=2[N:13]=[N:12]1.C(N(CC)CC)C.[Cl-].[NH4+]. Product: [S:11]1[C:15]2[C:16]([CH:20]=[O:21])=[CH:17][CH:18]=[CH:19][C:14]=2[N:13]=[N:12]1. The catalyst class is: 2. (5) Reactant: C[O:2][C:3](=[O:26])[C:4]1[CH:9]=[CH:8][C:7]([C:10]2[C:15]([C:16]#[C:17][C:18]3[CH:19]=[N:20][C:21]([NH2:24])=[CH:22][CH:23]=3)=[C:14]([CH3:25])[N:13]=[CH:12][N:11]=2)=[CH:6][CH:5]=1.[Li+].[OH-]. Product: [NH2:24][C:21]1[N:20]=[CH:19][C:18]([C:17]#[C:16][C:15]2[C:10]([C:7]3[CH:6]=[CH:5][C:4]([C:3]([OH:26])=[O:2])=[CH:9][CH:8]=3)=[N:11][CH:12]=[N:13][C:14]=2[CH3:25])=[CH:23][CH:22]=1. The catalyst class is: 90. (6) Reactant: P(Br)(Br)[Br:2].[CH3:5][N:6]1[C:10]2[CH:11]=[CH:12][C:13]([CH2:15]O)=[CH:14][C:9]=2[N:8]=[N:7]1. Product: [Br:2][CH2:15][C:13]1[CH:12]=[CH:11][C:10]2[N:6]([CH3:5])[N:7]=[N:8][C:9]=2[CH:14]=1. The catalyst class is: 280. (7) Reactant: [C:1]([O:4][C@@H:5]1[C@@H:10]([O:11][C:12](=[O:14])[CH3:13])[C@@H:9]([O:15][C:16](=[O:18])[CH3:17])[C@@H:8]([CH2:19][O:20][C:21](=[O:23])[CH3:22])[O:7][C@H:6]1[O:24][C:25]1[C:29]([CH2:30][C:31]2[CH:36]=[CH:35][C:34]([O:37][CH2:38][CH2:39][CH2:40][N:41](CC3C=CC=CC=3)[CH2:42][CH2:43][C:44](=[O:46])[NH2:45])=[CH:33][C:32]=2[CH3:54])=[C:28]([CH:55]([CH3:57])[CH3:56])[NH:27][N:26]=1)(=[O:3])[CH3:2]. Product: [C:44]([CH2:43][CH2:42][NH:41][CH2:40][CH2:39][CH2:38][O:37][C:34]1[CH:35]=[CH:36][C:31]([CH2:30][C:29]2[C:25]([O:24][C@@H:6]3[O:7][C@H:8]([CH2:19][O:20][C:21](=[O:23])[CH3:22])[C@H:9]([O:15][C:16](=[O:18])[CH3:17])[C@H:10]([O:11][C:12](=[O:14])[CH3:13])[C@H:5]3[O:4][C:1](=[O:3])[CH3:2])=[N:26][NH:27][C:28]=2[CH:55]([CH3:56])[CH3:57])=[C:32]([CH3:54])[CH:33]=1)(=[O:46])[NH2:45]. The catalyst class is: 129. (8) The catalyst class is: 8. Product: [CH2:1]([NH:5][C:6]([N:8]1[CH2:12][C@H:11]([S:13][C:14]([C:21]2[CH:22]=[CH:23][CH:24]=[CH:25][CH:26]=2)([C:15]2[CH:20]=[CH:19][CH:18]=[CH:17][CH:16]=2)[C:27]2[CH:32]=[CH:31][CH:30]=[CH:29][CH:28]=2)[CH2:10][C@H:9]1[CH2:33][NH2:34])=[O:7])[CH2:2][CH2:3][CH3:4]. Reactant: [CH2:1]([NH:5][C:6]([N:8]1[CH2:12][C@H:11]([S:13][C:14]([C:27]2[CH:32]=[CH:31][CH:30]=[CH:29][CH:28]=2)([C:21]2[CH:26]=[CH:25][CH:24]=[CH:23][CH:22]=2)[C:15]2[CH:20]=[CH:19][CH:18]=[CH:17][CH:16]=2)[CH2:10][C@H:9]1[CH2:33][N:34]=[N+]=[N-])=[O:7])[CH2:2][CH2:3][CH3:4].[BH4-].[Na+].[NH4+].[Cl-].